Dataset: Peptide-MHC class I binding affinity with 185,985 pairs from IEDB/IMGT. Task: Regression. Given a peptide amino acid sequence and an MHC pseudo amino acid sequence, predict their binding affinity value. This is MHC class I binding data. (1) The peptide sequence is RVYAHVRSV. The binding affinity (normalized) is 0.851. The MHC is HLA-A32:07 with pseudo-sequence HLA-A32:07. (2) The peptide sequence is SPAIFQSSM. The MHC is HLA-A01:01 with pseudo-sequence HLA-A01:01. The binding affinity (normalized) is 0. (3) The peptide sequence is TYYPQVVLG. The MHC is HLA-B15:01 with pseudo-sequence HLA-B15:01. The binding affinity (normalized) is 0.0847. (4) The peptide sequence is KMSEYKGPV. The MHC is HLA-A01:01 with pseudo-sequence HLA-A01:01. The binding affinity (normalized) is 0.0847.